This data is from HIV replication inhibition screening data with 41,000+ compounds from the AIDS Antiviral Screen. The task is: Binary Classification. Given a drug SMILES string, predict its activity (active/inactive) in a high-throughput screening assay against a specified biological target. The drug is CC(C)(Oc1ccc(Cl)cc1)C(=O)N(C(=O)N1CCCCC1)c1ccccc1. The result is 0 (inactive).